This data is from Forward reaction prediction with 1.9M reactions from USPTO patents (1976-2016). The task is: Predict the product of the given reaction. (1) Given the reactants [C:1]1([CH3:11])[CH:6]=[CH:5][C:4]([S:7]([OH:10])(=[O:9])=[O:8])=[CH:3][CH:2]=1.[CH3:12][CH2:13][O:14][C:15]([C:17]1[CH:22]([C:23]2[CH:24]=[CH:25][CH:26]=[CH:27][C:28]=2[Cl:29])[C:21]([C:30]([O:32][CH3:33])=[O:31])=[C:20]([CH3:34])[NH:19][C:18]=1[CH2:35][O:36][CH2:37][CH2:38][NH2:39])=[O:16], predict the reaction product. The product is: [CH3:12][CH2:13][O:14][C:15]([C:17]1[CH:22]([C:23]2[CH:24]=[CH:25][CH:26]=[CH:27][C:28]=2[Cl:29])[C:21]([C:30]([O:32][CH3:33])=[O:31])=[C:20]([CH3:34])[NH:19][C:18]=1[CH2:35][O:36][CH2:37][CH2:38][NH2:39])=[O:16].[C:1]1([CH3:11])[CH:2]=[CH:3][C:4]([S:7]([O-:10])(=[O:8])=[O:9])=[CH:5][CH:6]=1. (2) The product is: [C:14]([O:13][C:11]([N:8]1[CH2:9][CH2:10][C:5]([CH2:3][OH:2])([CH3:18])[CH2:6][CH2:7]1)=[O:12])([CH3:17])([CH3:16])[CH3:15]. Given the reactants C[O:2][C:3]([C:5]1([CH3:18])[CH2:10][CH2:9][N:8]([C:11]([O:13][C:14]([CH3:17])([CH3:16])[CH3:15])=[O:12])[CH2:7][CH2:6]1)=O.[H-].[Al+3].[Li+].[H-].[H-].[H-], predict the reaction product. (3) Given the reactants C([NH:8][CH:9]([CH3:23])[CH2:10][C:11]1[CH:16]=[CH:15][CH:14]=[C:13]([NH:17][C:18]([O:20][CH2:21][CH3:22])=[O:19])[CH:12]=1)(OC(C)(C)C)=O.[ClH:24], predict the reaction product. The product is: [ClH:24].[CH2:21]([O:20][C:18]([NH:17][C:13]1[CH:12]=[C:11]([CH2:10][CH:9]([NH2:8])[CH3:23])[CH:16]=[CH:15][CH:14]=1)=[O:19])[CH3:22]. (4) Given the reactants [CH3:1][O:2][CH:3]1[CH2:8][CH2:7][CH2:6][N:5]([C:9]([N:11]2[CH2:16][CH:15]([C:17]3[CH:22]=[CH:21][C:20]([C:23]([F:26])([F:25])[F:24])=[CH:19][CH:18]=3)[CH2:14][CH:13]([C:27]([OH:29])=O)[CH2:12]2)=[O:10])[CH2:4]1.Cl.O[N:32]=[C:33]([NH2:36])[CH2:34][CH3:35], predict the reaction product. The product is: [CH2:34]([C:33]1[N:36]=[C:27]([CH:13]2[CH2:14][CH:15]([C:17]3[CH:18]=[CH:19][C:20]([C:23]([F:26])([F:25])[F:24])=[CH:21][CH:22]=3)[CH2:16][N:11]([C:9]([N:5]3[CH2:6][CH2:7][CH2:8][CH:3]([O:2][CH3:1])[CH2:4]3)=[O:10])[CH2:12]2)[O:29][N:32]=1)[CH3:35]. (5) Given the reactants [Cl-:1].[NH4+].O.C(O)C.[N+:7]([C:10]1[CH:34]=[CH:33][C:13]([NH:14][CH2:15][C:16]2[CH:21]=[CH:20][CH:19]=[C:18]([CH2:22][NH:23][C:24]3[CH:29]=[CH:28][C:27]([N+:30]([O-])=O)=[CH:26][CH:25]=3)[CH:17]=2)=[CH:12][CH:11]=1)([O-])=O, predict the reaction product. The product is: [ClH:1].[ClH:1].[ClH:1].[ClH:1].[NH2:30][C:27]1[CH:26]=[CH:25][C:24]([NH:23][CH2:22][C:18]2[CH:17]=[C:16]([CH:21]=[CH:20][CH:19]=2)[CH2:15][NH:14][C:13]2[CH:33]=[CH:34][C:10]([NH2:7])=[CH:11][CH:12]=2)=[CH:29][CH:28]=1. (6) Given the reactants Cl.[NH2:2][C@H:3]1[CH2:7][CH2:6][N:5]([CH2:8][C:9]2[CH:18]=[C:17]3[C:12]([CH:13]=[CH:14][C:15]([Cl:19])=[N:16]3)=[CH:11][CH:10]=2)[C:4]1=[O:20].[CH3:21][O:22][C:23]1[CH:32]=[C:31]2[C:26]([CH:27]=[CH:28][C:29]([S:33](Cl)(=[O:35])=[O:34])=[CH:30]2)=[CH:25][CH:24]=1, predict the reaction product. The product is: [Cl:19][C:15]1[CH:14]=[CH:13][C:12]2[C:17](=[CH:18][C:9]([CH2:8][N:5]3[CH2:6][CH2:7][C@H:3]([NH:2][S:33]([C:29]4[CH:28]=[CH:27][C:26]5[C:31](=[CH:32][C:23]([O:22][CH3:21])=[CH:24][CH:25]=5)[CH:30]=4)(=[O:35])=[O:34])[C:4]3=[O:20])=[CH:10][CH:11]=2)[N:16]=1. (7) Given the reactants [CH:1](=[O:5])[CH2:2][CH2:3]C.[N+:6](/[CH:9]=[CH:10]/[C:11]1[C:20]2[C:15](=[CH:16][CH:17]=[CH:18][CH:19]=2)[CH:14]=[CH:13][CH:12]=1)([O-:8])=[O:7].CC(O)C.CCCCCC, predict the reaction product. The product is: [CH3:3][C@@H:2]([C@H:10]([C:11]1[C:20]2[C:15](=[CH:16][CH:17]=[CH:18][CH:19]=2)[CH:14]=[CH:13][CH:12]=1)[CH2:9][N+:6]([O-:8])=[O:7])[CH:1]=[O:5]. (8) Given the reactants [Cl:1][C:2]1[C:7]([N+:8]([O-:10])=[O:9])=[C:6](Cl)[C:5]([CH3:12])=[C:4]([CH3:13])[N:3]=1.Cl.[NH2:15][CH2:16][CH2:17][CH2:18][C:19]([O:21][CH2:22][CH3:23])=[O:20].C(N(CC)CC)C, predict the reaction product. The product is: [Cl:1][C:2]1[C:7]([N+:8]([O-:10])=[O:9])=[C:6]([NH:15][CH2:16][CH2:17][CH2:18][C:19]([O:21][CH2:22][CH3:23])=[O:20])[C:5]([CH3:12])=[C:4]([CH3:13])[N:3]=1. (9) Given the reactants [C:1]([C:5]1[CH:10]=[CH:9][C:8]([C:11]2[CH:16]=[C:15](Cl)[N:14]=[CH:13][N:12]=2)=[CH:7][CH:6]=1)([CH3:4])([CH3:3])[CH3:2].[CH3:18][C:19]1[S:20][C:21]2[CH:27]=[CH:26][C:25]([OH:28])=[CH:24][C:22]=2[N:23]=1.[H-].[Na+], predict the reaction product. The product is: [C:1]([C:5]1[CH:10]=[CH:9][C:8]([C:11]2[N:12]=[CH:13][N:14]=[C:15]([O:28][C:25]3[CH:26]=[CH:27][C:21]4[S:20][C:19]([CH3:18])=[N:23][C:22]=4[CH:24]=3)[CH:16]=2)=[CH:7][CH:6]=1)([CH3:4])([CH3:3])[CH3:2].